Dataset: Catalyst prediction with 721,799 reactions and 888 catalyst types from USPTO. Task: Predict which catalyst facilitates the given reaction. (1) Product: [CH:24]([O:27][C:28]1[CH:36]=[C:35]([CH3:37])[CH:34]=[CH:33][C:29]=1[C:30]([NH:1][C:2]1[CH:23]=[CH:22][C:5]([O:6][CH2:7][CH2:8][C:9]2[N:10]=[C:11]([NH:14][C:15](=[O:21])[O:16][C:17]([CH3:20])([CH3:18])[CH3:19])[S:12][CH:13]=2)=[CH:4][CH:3]=1)=[O:31])([CH3:26])[CH3:25]. The catalyst class is: 289. Reactant: [NH2:1][C:2]1[CH:23]=[CH:22][C:5]([O:6][CH2:7][CH2:8][C:9]2[N:10]=[C:11]([NH:14][C:15](=[O:21])[O:16][C:17]([CH3:20])([CH3:19])[CH3:18])[S:12][CH:13]=2)=[CH:4][CH:3]=1.[CH:24]([O:27][C:28]1[CH:36]=[C:35]([CH3:37])[CH:34]=[CH:33][C:29]=1[C:30](O)=[O:31])([CH3:26])[CH3:25].ON1C2C=CC=CC=2N=N1.Cl.CN(C)CCCN=C=NCC. (2) Reactant: [CH2:1]([O:8][C:9]([N:11]1[CH2:16][CH2:15][C:14]2[O:17][C:18]([C:20](=[O:28])[NH:21][CH2:22][CH:23](OC)[O:24]C)=[N:19][C:13]=2[CH2:12]1)=[O:10])[C:2]1[CH:7]=[CH:6][CH:5]=[CH:4][CH:3]=1.C(O)(C(F)(F)F)=O. Product: [CH2:1]([O:8][C:9]([N:11]1[CH2:16][CH2:15][C:14]2[O:17][C:18]([C:20](=[O:28])[NH:21][CH2:22][CH:23]=[O:24])=[N:19][C:13]=2[CH2:12]1)=[O:10])[C:2]1[CH:7]=[CH:6][CH:5]=[CH:4][CH:3]=1. The catalyst class is: 2. (3) Reactant: [H-].[Na+].[N+:3]([C:6]1[CH:7]=[C:8]([C:12]2[CH:20]=[C:19]3[C:15]([CH:16]=[CH:17][NH:18]3)=[CH:14][CH:13]=2)[CH:9]=[CH:10][CH:11]=1)([O-:5])=[O:4].Cl[C:22]1[CH:27]=[CH:26][N:25]=[C:24]([S:28][CH3:29])[N:23]=1.O. Product: [CH3:29][S:28][C:24]1[N:25]=[C:26]([N:18]2[C:19]3[C:15](=[CH:14][CH:13]=[C:12]([C:8]4[CH:9]=[CH:10][CH:11]=[C:6]([N+:3]([O-:5])=[O:4])[CH:7]=4)[CH:20]=3)[CH:16]=[CH:17]2)[CH:27]=[CH:22][N:23]=1. The catalyst class is: 3. (4) Reactant: [Cl:1][C:2]1[C:7]([C:8]([NH:10][C:11]2[CH:16]=[CH:15][C:14]([O:17][CH3:18])=[C:13]([F:19])[CH:12]=2)=[O:9])=[C:6](Cl)[N:5]=[CH:4][N:3]=1.[NH3:21]. Product: [NH2:21][C:6]1[C:7]([C:8]([NH:10][C:11]2[CH:16]=[CH:15][C:14]([O:17][CH3:18])=[C:13]([F:19])[CH:12]=2)=[O:9])=[C:2]([Cl:1])[N:3]=[CH:4][N:5]=1. The catalyst class is: 12. (5) Reactant: [OH-].[Na+].O.[CH2:4]([O:11][C@H:12]([C@@H:14]([N:17]1[C:21](=[O:22])[N:20]([C:23]2[CH:28]=[CH:27][C:26]([N:29]3[CH2:34][CH2:33][N:32]([C:35]4[CH:40]=[CH:39][C:38]([OH:41])=[CH:37][CH:36]=4)[CH2:31][CH2:30]3)=[CH:25][CH:24]=2)[CH:19]=[N:18]1)[CH2:15][CH3:16])[CH3:13])[C:5]1[CH:10]=[CH:9][CH:8]=[CH:7][CH:6]=1.CC1C=CC(S(O[CH2:53][C@H:54]2[CH2:58][C@:57]([CH2:67][N:68]3[CH:72]=[N:71][CH:70]=[N:69]3)([C:59]3[CH:64]=[CH:63][C:62]([F:65])=[CH:61][C:60]=3[F:66])[O:56][CH2:55]2)(=O)=O)=CC=1. The catalyst class is: 16. Product: [N:68]1([CH2:67][C@@:57]2([C:59]3[CH:64]=[CH:63][C:62]([F:65])=[CH:61][C:60]=3[F:66])[O:56][CH2:55][C@@H:54]([CH2:53][O:41][C:38]3[CH:39]=[CH:40][C:35]([N:32]4[CH2:31][CH2:30][N:29]([C:26]5[CH:27]=[CH:28][C:23]([N:20]6[C:21](=[O:22])[N:17]([C@H:14]([CH2:15][CH3:16])[C@@H:12]([O:11][CH2:4][C:5]7[CH:6]=[CH:7][CH:8]=[CH:9][CH:10]=7)[CH3:13])[N:18]=[CH:19]6)=[CH:24][CH:25]=5)[CH2:34][CH2:33]4)=[CH:36][CH:37]=3)[CH2:58]2)[CH:72]=[N:71][CH:70]=[N:69]1. (6) Product: [O:37]1[C:20]2[CH:21]=[CH:22][C:23]([CH2:6][N:8]3[CH2:13][CH2:12][CH:11]([NH:14][C:15]4[C:24]5[C:19](=[CH:20][CH:21]=[C:22]([Cl:25])[CH:23]=5)[N:18]([CH2:26][C:27]5[CH:32]=[CH:31][N:30]=[CH:29][CH:28]=5)[C:17](=[O:33])[CH:16]=4)[CH2:10][CH2:9]3)=[CH:24][C:19]=2[O:38][CH2:36]1. The catalyst class is: 2. Reactant: C(O[C:6]([N:8]1[CH2:13][CH2:12][CH:11]([NH:14][C:15]2[C:24]3[C:19](=[CH:20][CH:21]=[C:22]([Cl:25])[CH:23]=3)[N:18]([CH2:26][C:27]3[CH:32]=[CH:31][N:30]=[CH:29][CH:28]=3)[C:17](=[O:33])[CH:16]=2)[CH2:10][CH2:9]1)=O)(C)(C)C.FC(F)(F)[C:36]([OH:38])=[O:37]. (7) Reactant: [CH3:1][N:2]1[C:6]([O:7][CH2:8][C:9]([F:12])([F:11])[F:10])=[C:5]([CH2:13]O)[C:4]([C:15]([F:18])([F:17])[F:16])=[N:3]1.C1(P(C2C=CC=CC=2)C2C=CC=CC=2)C=CC=CC=1.C(Br)(Br)(Br)[Br:39]. Product: [Br:39][CH2:13][C:5]1[C:4]([C:15]([F:18])([F:17])[F:16])=[N:3][N:2]([CH3:1])[C:6]=1[O:7][CH2:8][C:9]([F:12])([F:11])[F:10]. The catalyst class is: 4.